Dataset: Forward reaction prediction with 1.9M reactions from USPTO patents (1976-2016). Task: Predict the product of the given reaction. (1) Given the reactants [NH2:1][C:2]1[N:3]=[CH:4][C:5]([C:18]2[CH:46]=[CH:45][C:21]([CH2:22][NH:23][CH:24]3[CH2:29][CH2:28][N:27](C(OC(C)(C)C)=O)[C@@H:26]([C:37]([O:39][CH:40]4[CH2:44][CH2:43][CH2:42][CH2:41]4)=[O:38])[CH2:25]3)=[CH:20][CH:19]=2)=[N:6][C:7]=1[NH:8][CH2:9][C:10]1[C:15]([Cl:16])=[CH:14][CH:13]=[CH:12][C:11]=1[Cl:17].Cl, predict the reaction product. The product is: [NH2:1][C:2]1[N:3]=[CH:4][C:5]([C:18]2[CH:19]=[CH:20][C:21]([CH2:22][NH:23][CH:24]3[CH2:29][CH2:28][NH:27][C@@H:26]([C:37]([O:39][CH:40]4[CH2:41][CH2:42][CH2:43][CH2:44]4)=[O:38])[CH2:25]3)=[CH:45][CH:46]=2)=[N:6][C:7]=1[NH:8][CH2:9][C:10]1[C:15]([Cl:16])=[CH:14][CH:13]=[CH:12][C:11]=1[Cl:17]. (2) Given the reactants Br[C:2]1[CH:10]=[C:9]2[C:5]([C:6]([CH3:13])([CH3:12])[C:7](=[O:11])[NH:8]2)=[CH:4][CH:3]=1.[CH3:14][C:15]1[C:20](B(O)O)=[CH:19][CH:18]=[CH:17][N:16]=1, predict the reaction product. The product is: [CH3:12][C:6]1([CH3:13])[C:5]2[C:9](=[CH:10][C:2]([C:20]3[C:15]([CH3:14])=[N:16][CH:17]=[CH:18][CH:19]=3)=[CH:3][CH:4]=2)[NH:8][C:7]1=[O:11]. (3) Given the reactants Br[C:2]1[CH:3]=[CH:4][C:5]2[O:14][C:13]3[CH2:12][CH2:11][N:10]([C:15]([O:17][C:18]([CH3:21])([CH3:20])[CH3:19])=[O:16])[CH2:9][C:8]=3[C:6]=2[CH:7]=1.C([Li])CCC.[CH:27](=[O:34])[C:28]1[CH:33]=[CH:32][CH:31]=[CH:30][CH:29]=1.[NH4+].[Cl-:36], predict the reaction product. The product is: [Cl:36][C:4]1[C:5]2[O:14][C:13]3[CH2:12][CH2:11][N:10]([C:15]([O:17][C:18]([CH3:21])([CH3:20])[CH3:19])=[O:16])[CH2:9][C:8]=3[C:6]=2[CH:7]=[C:2]([CH:27]([OH:34])[C:28]2[CH:33]=[CH:32][CH:31]=[CH:30][CH:29]=2)[CH:3]=1. (4) The product is: [F:1][C:2]1[CH:3]=[CH:4][C:5]([C:8]2[S:9][CH:10]=[C:11]([C:13]([NH:34][C:27](=[O:28])[O:29][C@H:30]3[CH:31]4[CH2:33][CH2:24][N:21]([CH2:22][CH2:32]4)[CH2:19]3)([CH3:17])[CH3:18])[N:12]=2)=[CH:6][CH:7]=1. Given the reactants [F:1][C:2]1[CH:7]=[CH:6][C:5]([C:8]2[S:9][CH:10]=[C:11]([C:13]([CH3:18])([CH3:17])C(O)=O)[N:12]=2)=[CH:4][CH:3]=1.[CH2:19]([N:21]([CH2:24]C)[CH2:22]C)C.Cl[C:27]([O:29][CH2:30][CH:31]([CH3:33])[CH3:32])=[O:28].[N-:34]=[N+]=[N-].[Na+].N12CCC(CC1)[C@H](O)C2, predict the reaction product. (5) Given the reactants C([O:3][C:4]([C:6]1[C:7]2[CH:15]=[N:14][N:13]([CH:16]3[CH2:21][CH2:20][CH2:19][CH2:18][O:17]3)[C:8]=2[N:9]=[C:10](Br)[CH:11]=1)=[O:5])C.[OH:22][C:23]1[CH:28]=[CH:27][C:26](B(O)O)=[CH:25][CH:24]=1.C(=O)([O-])[O-].[Cs+].[Cs+].[OH-].[Na+], predict the reaction product. The product is: [OH:22][C:23]1[CH:28]=[CH:27][C:26]([C:10]2[CH:11]=[C:6]([C:4]([OH:3])=[O:5])[C:7]3[CH:15]=[N:14][N:13]([CH:16]4[CH2:21][CH2:20][CH2:19][CH2:18][O:17]4)[C:8]=3[N:9]=2)=[CH:25][CH:24]=1. (6) Given the reactants C([O:5]C([N:8]1[CH2:17][CH2:16][C:15]2[C:14]([O:18][C:19]3[CH:20]=[C:21]4[C:25](=[CH:26][CH:27]=3)[N:24]([C:28](=[O:42])[NH:29][C:30]3[CH:35]=[C:34]([C:36]([F:39])([F:38])[F:37])[CH:33]=[C:32]([C:40]#[N:41])[CH:31]=3)[CH:23]=[CH:22]4)=[N:13][CH:12]=[N:11][C:10]=2[CH2:9]1)=O)(C)(C)C, predict the reaction product. The product is: [NH4+:8].[OH-:5].[C:40]([C:32]1[CH:31]=[C:30]([NH:29][C:28]([N:24]2[C:25]3[C:21](=[CH:20][C:19]([O:18][C:14]4[C:15]5[CH2:16][CH2:17][NH:8][CH2:9][C:10]=5[N:11]=[CH:12][N:13]=4)=[CH:27][CH:26]=3)[CH:22]=[CH:23]2)=[O:42])[CH:35]=[C:34]([C:36]([F:38])([F:39])[F:37])[CH:33]=1)#[N:41]. (7) Given the reactants O=P(Cl)(Cl)Cl.[CH3:6][N:7]([CH3:15])[C:8]1[CH:9]=[C:10]([OH:14])[CH:11]=[CH:12][CH:13]=1.CN([CH:19]=[O:20])C, predict the reaction product. The product is: [CH3:6][N:7]([CH3:15])[C:8]1[CH:13]=[CH:12][C:11]([CH:19]=[O:20])=[C:10]([OH:14])[CH:9]=1. (8) Given the reactants [F:1][C:2]1([F:18])[CH2:7][CH2:6][CH2:5][C@@H:4]([NH:8][C@@H](C2C=CC=CC=2)C)[C@@H:3]1[OH:17].[H][H], predict the reaction product. The product is: [NH2:8][C@H:4]1[C@H:3]([OH:17])[C:2]([F:18])([F:1])[CH2:7][CH2:6][CH2:5]1. (9) Given the reactants FC1C=CC(CN)=CC=1.[F:10][C:11]1[CH:12]=[C:13]([CH:16]=[CH:17][C:18]=1[F:19])[CH2:14][NH2:15].[CH2:20]([N:27]1[CH2:31][CH2:30][N:29]([C:32]2[S:33][C:34]([C:38](O)=[O:39])=[C:35]([CH3:37])[N:36]=2)[C:28]1=[O:41])[C:21]1[CH:26]=[CH:25][CH:24]=[CH:23][CH:22]=1, predict the reaction product. The product is: [CH2:20]([N:27]1[CH2:31][CH2:30][N:29]([C:32]2[S:33][C:34]([C:38]([NH:15][CH2:14][C:13]3[CH:16]=[CH:17][C:18]([F:19])=[C:11]([F:10])[CH:12]=3)=[O:39])=[C:35]([CH3:37])[N:36]=2)[C:28]1=[O:41])[C:21]1[CH:26]=[CH:25][CH:24]=[CH:23][CH:22]=1. (10) Given the reactants [C:1]1([C@@H:7]2[CH2:9][C@H:8]2[NH:10][CH2:11][CH:12]2[CH2:18][CH2:17][CH2:16][N:15](C(OC(C)(C)C)=O)[CH2:14][CH2:13]2)[CH:6]=[CH:5][CH:4]=[CH:3][CH:2]=1.Cl.O1CCOCC1, predict the reaction product. The product is: [NH:15]1[CH2:16][CH2:17][CH2:18][CH:12]([CH2:11][NH:10][C@@H:8]2[CH2:9][C@H:7]2[C:1]2[CH:2]=[CH:3][CH:4]=[CH:5][CH:6]=2)[CH2:13][CH2:14]1.